This data is from CYP2D6 inhibition data for predicting drug metabolism from PubChem BioAssay. The task is: Regression/Classification. Given a drug SMILES string, predict its absorption, distribution, metabolism, or excretion properties. Task type varies by dataset: regression for continuous measurements (e.g., permeability, clearance, half-life) or binary classification for categorical outcomes (e.g., BBB penetration, CYP inhibition). Dataset: cyp2d6_veith. The drug is CCOC(=O)c1cccc(NC(=O)COc2ccc([N+](=O)[O-])cc2)c1. The result is 1 (inhibitor).